This data is from Reaction yield outcomes from USPTO patents with 853,638 reactions. The task is: Predict the reaction yield, written as a fraction of the theoretical maximum amount of product (1.0 means a 100% yield; for example, 0.34 means a 34% yield). (1) The reactants are [Br:1]N1C(=O)CCC1=O.C1(P(C2C=CC=CC=2)C2C=CC=CC=2)C=CC=CC=1.[F:28][C:29]1[CH:30]=[C:31]([CH2:35][O:36][CH2:37][CH2:38]O)[CH:32]=[CH:33][CH:34]=1. The catalyst is C(Cl)Cl.[Al]. The product is [Br:1][CH2:38][CH2:37][O:36][CH2:35][C:31]1[CH:32]=[CH:33][CH:34]=[C:29]([F:28])[CH:30]=1. The yield is 0.780. (2) The reactants are [Br:1][C:2]1[CH:7]=[C:6]([CH3:8])[CH:5]=[C:4]([CH3:9])[CH:3]=1.C1C(=O)N([Br:17])C(=O)C1.CC(N=NC(C#N)(C)C)(C#N)C. The catalyst is C(Cl)(Cl)(Cl)Cl.O. The yield is 0.840. The product is [Br:1][C:2]1[CH:7]=[C:6]([CH3:8])[CH:5]=[C:4]([CH2:9][Br:17])[CH:3]=1.